From a dataset of Catalyst prediction with 721,799 reactions and 888 catalyst types from USPTO. Predict which catalyst facilitates the given reaction. Reactant: [OH:1][C@@H:2]([CH3:12])[CH2:3][NH:4][C:5](=[O:11])[O:6][C:7]([CH3:10])([CH3:9])[CH3:8].[H-].[Na+].[CH3:15]I. Product: [CH3:15][O:1][C@@H:2]([CH3:12])[CH2:3][NH:4][C:5](=[O:11])[O:6][C:7]([CH3:8])([CH3:10])[CH3:9]. The catalyst class is: 7.